From a dataset of Full USPTO retrosynthesis dataset with 1.9M reactions from patents (1976-2016). Predict the reactants needed to synthesize the given product. (1) Given the product [NH2:31][C:30]1[N:32]=[C:5]([C:6]2[CH:11]=[CH:10][CH:9]=[CH:8][C:7]=2[C:12]([F:13])([F:14])[F:15])[C:4]([C:17]2[CH:18]=[CH:19][C:20](=[O:26])[N:21]([CH:23]([CH3:24])[CH3:25])[N:22]=2)=[CH:3][N:29]=1, predict the reactants needed to synthesize it. The reactants are: CN(C)[CH:3]=[C:4]([C:17]1[CH:18]=[CH:19][C:20](=[O:26])[N:21]([CH:23]([CH3:25])[CH3:24])[N:22]=1)[C:5](=O)[C:6]1[CH:11]=[CH:10][CH:9]=[CH:8][C:7]=1[C:12]([F:15])([F:14])[F:13].Cl.[NH2:29][C:30]([NH2:32])=[NH:31]. (2) Given the product [CH2:11]([C:9]1[N:8]([C@@H:13]2[C:21]3[C:16](=[CH:17][C:18]([C:22]4[CH:27]=[CH:26][CH:25]=[CH:24][C:23]=4[C:28]4[N:32]([C:33]([C:40]5[CH:41]=[CH:42][CH:43]=[CH:44][CH:45]=5)([C:46]5[CH:47]=[CH:48][CH:49]=[CH:50][CH:51]=5)[C:34]5[CH:39]=[CH:38][CH:37]=[CH:36][CH:35]=5)[N:31]=[N:30][N:29]=4)=[CH:19][CH:20]=3)[CH2:15][CH2:14]2)[C:6]2=[N:7][C:2]([C:56]#[C:55][C@@H:54]([OH:57])[CH3:53])=[CH:3][C:4]([CH3:52])=[C:5]2[N:10]=1)[CH3:12], predict the reactants needed to synthesize it. The reactants are: Br[C:2]1[N:7]=[C:6]2[N:8]([C@@H:13]3[C:21]4[C:16](=[CH:17][C:18]([C:22]5[CH:27]=[CH:26][CH:25]=[CH:24][C:23]=5[C:28]5[N:32]([C:33]([C:46]6[CH:51]=[CH:50][CH:49]=[CH:48][CH:47]=6)([C:40]6[CH:45]=[CH:44][CH:43]=[CH:42][CH:41]=6)[C:34]6[CH:39]=[CH:38][CH:37]=[CH:36][CH:35]=6)[N:31]=[N:30][N:29]=5)=[CH:19][CH:20]=4)[CH2:15][CH2:14]3)[C:9]([CH2:11][CH3:12])=[N:10][C:5]2=[C:4]([CH3:52])[CH:3]=1.[CH3:53][C@H:54]([OH:57])[C:55]#[CH:56].CCN(CC)CC. (3) Given the product [OH:36][C:37]([CH3:42])([CH3:41])[C:38]([N:33]1[CH2:34][CH2:35][CH:30]([C:28]2[CH:27]=[CH:26][C:23]3[C:24]4[N:18]([CH:17]=[C:16]([C:15]5[N:11]([CH:8]([CH3:10])[CH3:9])[N:12]=[CH:13][N:14]=5)[N:25]=4)[CH2:19][CH2:20][O:21][C:22]=3[CH:29]=2)[CH2:31][CH2:32]1)=[O:39], predict the reactants needed to synthesize it. The reactants are: FC(F)(F)C(O)=O.[CH:8]([N:11]1[C:15]([C:16]2[N:25]=[C:24]3[N:18]([CH2:19][CH2:20][O:21][C:22]4[CH:29]=[C:28]([CH:30]5[CH2:35][CH2:34][NH:33][CH2:32][CH2:31]5)[CH:27]=[CH:26][C:23]=43)[CH:17]=2)=[N:14][CH:13]=[N:12]1)([CH3:10])[CH3:9].[OH:36][C:37]([CH3:42])([CH3:41])[C:38](O)=[O:39].CCN=C=NCCCN(C)C.C1C=CC2N(O)N=NC=2C=1.CCN(C(C)C)C(C)C.C(=O)(O)[O-].[Na+]. (4) Given the product [OH:16][C:6]1[C:5]([OH:4])=[CH:10][C:9]([C:11]#[N:12])=[C:8]([C:27]2[CH:28]=[CH:29][C:24]([CH:22]([O:21][CH3:20])[CH3:23])=[CH:25][CH:26]=2)[C:7]=1[C:14]#[N:15], predict the reactants needed to synthesize it. The reactants are: C([O:4][C:5]1[CH:10]=[C:9]([C:11]#[N:12])[C:8](Br)=[C:7]([C:14]#[N:15])[C:6]=1[O:16]C(=O)C)(=O)C.[CH3:20][O:21][CH:22]([C:24]1[CH:29]=[CH:28][C:27](B(O)O)=[CH:26][CH:25]=1)[CH3:23]. (5) The reactants are: [CH2:1]([O:3][C:4]([C:6]1[N:7]([CH2:34][C:35]2[CH:40]=[CH:39][CH:38]=[C:37]([Cl:41])[CH:36]=2)[C:8]2[C:13]([C:14]=1[NH:15][C:16](=[O:24])[C:17]1[CH:22]=[CH:21][C:20]([Cl:23])=[CH:19][CH:18]=1)=[CH:12][CH:11]=[C:10]([C:25]1[CH:30]=[CH:29][C:28]([C:31](O)=[O:32])=[CH:27][CH:26]=1)[CH:9]=2)=[O:5])[CH3:2].CC(O)=O. Given the product [CH2:1]([O:3][C:4]([C:6]1[N:7]([CH2:34][C:35]2[CH:40]=[CH:39][CH:38]=[C:37]([Cl:41])[CH:36]=2)[C:8]2[C:13]([C:14]=1[NH:15][C:16](=[O:24])[C:17]1[CH:18]=[CH:19][C:20]([Cl:23])=[CH:21][CH:22]=1)=[CH:12][CH:11]=[C:10]([C:25]1[CH:30]=[CH:29][C:28]([CH2:31][OH:32])=[CH:27][CH:26]=1)[CH:9]=2)=[O:5])[CH3:2], predict the reactants needed to synthesize it.